Task: Binary Classification. Given a T-cell receptor sequence (or CDR3 region) and an epitope sequence, predict whether binding occurs between them.. Dataset: TCR-epitope binding with 47,182 pairs between 192 epitopes and 23,139 TCRs (1) The epitope is LPPAYTNSF. The TCR CDR3 sequence is CASSQGLGGTHTNEQFF. Result: 0 (the TCR does not bind to the epitope). (2) The epitope is YSEHPTFTSQY. The TCR CDR3 sequence is CASRNRGLETQYF. Result: 0 (the TCR does not bind to the epitope).